From a dataset of Peptide-MHC class I binding affinity with 185,985 pairs from IEDB/IMGT. Regression. Given a peptide amino acid sequence and an MHC pseudo amino acid sequence, predict their binding affinity value. This is MHC class I binding data. The peptide sequence is IISYIILFI. The MHC is HLA-A32:01 with pseudo-sequence HLA-A32:01. The binding affinity (normalized) is 0.0549.